This data is from hERG potassium channel inhibition data for cardiac toxicity prediction from Karim et al.. The task is: Regression/Classification. Given a drug SMILES string, predict its toxicity properties. Task type varies by dataset: regression for continuous values (e.g., LD50, hERG inhibition percentage) or binary classification for toxic/non-toxic outcomes (e.g., AMES mutagenicity, cardiotoxicity, hepatotoxicity). Dataset: herg_karim. The compound is CC(C)N(CCO)Cc1csc(-c2cn(CC3CCOCC3)c3c(Cl)cccc23)n1. The result is 1 (blocker).